This data is from Reaction yield outcomes from USPTO patents with 853,638 reactions. The task is: Predict the reaction yield, written as a fraction of the theoretical maximum amount of product (1.0 means a 100% yield; for example, 0.34 means a 34% yield). The product is [CH2:1]([C:3]1[CH:11]=[CH:10][C:9]2[N:8]([CH2:27][CH2:26][C:23]3[CH:22]=[N:21][C:20]([CH3:19])=[CH:25][N:24]=3)[C:7]3[CH2:12][CH2:13][N:14]([CH3:16])[CH2:15][C:6]=3[C:5]=2[CH:4]=1)[CH3:2]. The yield is 0.600. The reactants are [CH2:1]([C:3]1[CH:11]=[CH:10][C:9]2[NH:8][C:7]3[CH2:12][CH2:13][N:14]([CH3:16])[CH2:15][C:6]=3[C:5]=2[CH:4]=1)[CH3:2].[OH-].[K+].[CH3:19][C:20]1[CH:25]=[N:24][C:23]([CH:26]=[CH2:27])=[CH:22][N:21]=1. The catalyst is CN1CCCC1=O.O.